From a dataset of Forward reaction prediction with 1.9M reactions from USPTO patents (1976-2016). Predict the product of the given reaction. The product is: [SH:19][C:18]1[N:8]2[CH:7]=[C:6]([C:9]3[CH:10]=[CH:11][C:12](=[O:16])[N:13]([CH3:15])[CH:14]=3)[CH:5]=[CH:4][C:3]2=[N:1][N:2]=1. Given the reactants [NH:1]([C:3]1[N:8]=[CH:7][C:6]([C:9]2[CH:10]=[CH:11][C:12](=[O:16])[N:13]([CH3:15])[CH:14]=2)=[CH:5][CH:4]=1)[NH2:2].N(C1C=CC=CC=1)=[C:18]=[S:19], predict the reaction product.